From a dataset of Reaction yield outcomes from USPTO patents with 853,638 reactions. Predict the reaction yield, written as a fraction of the theoretical maximum amount of product (1.0 means a 100% yield; for example, 0.34 means a 34% yield). (1) The reactants are [O:1]1[C:5]2([CH2:10][CH2:9][CH:8]([NH:11][C:12]3[NH:16][N:15]=[CH:14][CH:13]=3)[CH2:7][CH2:6]2)[O:4][CH2:3][CH2:2]1.N12CCCN=C1CCCCC2.[C:28]([C:30]1[CH:35]=[CH:34][CH:33]=[CH:32][C:31]=1[C:36]1[CH:41]=[CH:40][C:39]([CH2:42][CH:43]([C:49](=O)[CH2:50][CH2:51][CH3:52])[C:44](OCC)=[O:45])=[CH:38][CH:37]=1)#[N:29].C(OCC)(=O)C. The catalyst is C(N(CC)C1C=CC=CC=1)C.O. The product is [O:4]1[C:5]2([CH2:6][CH2:7][CH:8]([N:11]3[C:44](=[O:45])[C:43]([CH2:42][C:39]4[CH:40]=[CH:41][C:36]([C:31]5[C:30]([C:28]#[N:29])=[CH:35][CH:34]=[CH:33][CH:32]=5)=[CH:37][CH:38]=4)=[C:49]([CH2:50][CH2:51][CH3:52])[N:16]4[N:15]=[CH:14][CH:13]=[C:12]34)[CH2:9][CH2:10]2)[O:1][CH2:2][CH2:3]1. The yield is 0.730. (2) The reactants are [N+:1]([C:4]1[C:5]([CH:10](C(OCC)=O)[C:11]([O:13][CH2:14][CH3:15])=[O:12])=[N:6][CH:7]=[CH:8][CH:9]=1)([O-:3])=[O:2].O.[Cl-].[Li+]. The catalyst is CS(C)=O.[Cl-].[Na+].O. The product is [N+:1]([C:4]1[C:5]([CH2:10][C:11]([O:13][CH2:14][CH3:15])=[O:12])=[N:6][CH:7]=[CH:8][CH:9]=1)([O-:3])=[O:2]. The yield is 0.920. (3) The reactants are I[C:2]1[C:7]2[O:8][CH2:9][O:10][C:6]=2[C:5]([NH:11][C:12](=[O:14])[CH3:13])=[CH:4][CH:3]=1.[K]. The catalyst is CO.[Pd]. The product is [C:12]([NH:11][C:5]1[C:6]2[O:10][CH2:9][O:8][C:7]=2[C:2]([C:9]([O:8][CH3:7])=[O:10])=[CH:3][CH:4]=1)(=[O:14])[CH3:13]. The yield is 0.647. (4) The reactants are C([Li])CCC.[CH3:6][Si:7]([CH3:18])([CH3:17])[CH2:8][CH2:9][O:10][CH2:11][N:12]1[CH:16]=[CH:15][N:14]=[CH:13]1.CN([CH:22]=[O:23])C.[Cl-].[NH4+]. The catalyst is C1COCC1. The product is [CH3:6][Si:7]([CH3:18])([CH3:17])[CH2:8][CH2:9][O:10][CH2:11][N:12]1[CH:16]=[CH:15][N:14]=[C:13]1[CH:22]=[O:23]. The yield is 0.500. (5) The reactants are CCN(C(C)C)C(C)C.[C:10]1([C:16]2[NH:20][N:19]=[C:18]([C:21]([NH:23][CH2:24][C:25]([OH:27])=O)=[O:22])[CH:17]=2)[CH:15]=[CH:14][CH:13]=[CH:12][CH:11]=1.C1C=CC2N(O)N=NC=2C=1.CCN=C=NCCCN(C)C.Cl.Cl.Cl.[F:52][C:53]1[CH:58]=[C:57]([F:59])[CH:56]=[CH:55][C:54]=1[NH:60][CH:61]1[CH2:66][CH2:65][NH:64][CH2:63][CH2:62]1.Cl.Cl.N1CCC(NC2C=CC=CC=2C(F)(F)F)CC1. The catalyst is CN(C=O)C.O. The yield is 0.165. The product is [F:52][C:53]1[CH:58]=[C:57]([F:59])[CH:56]=[CH:55][C:54]=1[NH:60][CH:61]1[CH2:66][CH2:65][N:64]([C:25](=[O:27])[CH2:24][NH:23][C:21]([C:18]2[CH:17]=[C:16]([C:10]3[CH:11]=[CH:12][CH:13]=[CH:14][CH:15]=3)[NH:20][N:19]=2)=[O:22])[CH2:63][CH2:62]1. (6) The reactants are [N:1]([CH:4]([C:6]1[N:7]=[C:8]2[S:16][CH:15]=[CH:14][N:9]2[C:10](=[O:13])[C:11]=1Br)[CH3:5])=[N+:2]=[N-:3].[C:17]1(B(O)O)[CH:22]=[CH:21][CH:20]=[CH:19][CH:18]=1.C(=O)([O-])[O-].[Na+].[Na+].O. The catalyst is O1CCOCC1.C(OCC)(=O)C.C1C=CC([P]([Pd]([P](C2C=CC=CC=2)(C2C=CC=CC=2)C2C=CC=CC=2)([P](C2C=CC=CC=2)(C2C=CC=CC=2)C2C=CC=CC=2)[P](C2C=CC=CC=2)(C2C=CC=CC=2)C2C=CC=CC=2)(C2C=CC=CC=2)C2C=CC=CC=2)=CC=1. The product is [N:1]([CH:4]([C:6]1[N:7]=[C:8]2[S:16][CH:15]=[CH:14][N:9]2[C:10](=[O:13])[C:11]=1[C:17]1[CH:22]=[CH:21][CH:20]=[CH:19][CH:18]=1)[CH3:5])=[N+:2]=[N-:3]. The yield is 0.680. (7) The reactants are [N:1]([C@H:4]1[CH2:9][C@@H:8]([F:10])[CH2:7][N:6]([C:11]([O:13][CH2:14][C:15]2[CH:20]=[CH:19][CH:18]=[CH:17][CH:16]=2)=[O:12])[CH2:5]1)=[N+]=[N-].CP(C)C.[C:25](O[C:25]([O:27][C:28]([CH3:31])([CH3:30])[CH3:29])=[O:26])([O:27][C:28]([CH3:31])([CH3:30])[CH3:29])=[O:26]. The catalyst is N1C=CC=CC=1.[OH-].[NH4+].C(O)C.C1COCC1.CCOC(C)=O. The product is [C:28]([O:27][C:25]([NH:1][C@H:4]1[CH2:9][C@@H:8]([F:10])[CH2:7][N:6]([C:11]([O:13][CH2:14][C:15]2[CH:20]=[CH:19][CH:18]=[CH:17][CH:16]=2)=[O:12])[CH2:5]1)=[O:26])([CH3:31])([CH3:30])[CH3:29]. The yield is 0.950. (8) The reactants are Cl[C:2]1[CH:7]=[C:6]([C:8]([OH:10])=[O:9])[CH:5]=[CH:4][N:3]=1.CC(C)([O-])C.[K+].[F:17][C:18]([F:22])([F:21])[CH2:19][OH:20]. No catalyst specified. The product is [F:17][C:18]([F:22])([F:21])[CH2:19][O:20][C:2]1[CH:7]=[C:6]([C:8]([OH:10])=[O:9])[CH:5]=[CH:4][N:3]=1. The yield is 0.750. (9) The reactants are [CH3:1][O:2][C:3]1[CH:8]=[CH:7][C:6]([N:9]2[C:13]3[C:14](=[O:31])[N:15]([C:18]4[CH:23]=[CH:22][C:21]([N:24]5[CH2:29][CH2:28][CH2:27][CH2:26][C:25]5=[O:30])=[CH:20][CH:19]=4)[CH2:16][CH2:17][C:12]=3[C:11]([C:32]([OH:34])=O)=[N:10]2)=[CH:5][CH:4]=1.C([N:37](CC)CC)C.ClC(OCC(C)C)=O.[OH-].[NH4+]. The catalyst is CCOC(C)=O. The product is [CH3:1][O:2][C:3]1[CH:8]=[CH:7][C:6]([N:9]2[C:13]3[C:14](=[O:31])[N:15]([C:18]4[CH:19]=[CH:20][C:21]([N:24]5[CH2:29][CH2:28][CH2:27][CH2:26][C:25]5=[O:30])=[CH:22][CH:23]=4)[CH2:16][CH2:17][C:12]=3[C:11]([C:32]([NH2:37])=[O:34])=[N:10]2)=[CH:5][CH:4]=1. The yield is 0.700. (10) The reactants are [CH3:1][C:2]1[C:7]([CH:8]([CH2:13][CH2:14][CH3:15])[C:9]([O:11]C)=[O:10])=[C:6]([C:16]2[CH:24]=[C:23]3[C:19]([CH2:20][C:21](=[O:25])[NH:22]3)=[CH:18][CH:17]=2)[N:5]=[C:4]([C:26]2[CH:31]=[CH:30][CH:29]=[CH:28][CH:27]=2)[N:3]=1.[OH-].[Na+]. The catalyst is CO. The product is [CH3:1][C:2]1[C:7]([CH:8]([CH2:13][CH2:14][CH3:15])[C:9]([OH:11])=[O:10])=[C:6]([C:16]2[CH:24]=[C:23]3[C:19]([CH2:20][C:21](=[O:25])[NH:22]3)=[CH:18][CH:17]=2)[N:5]=[C:4]([C:26]2[CH:31]=[CH:30][CH:29]=[CH:28][CH:27]=2)[N:3]=1. The yield is 0.0200.